The task is: Predict the product of the given reaction.. This data is from Forward reaction prediction with 1.9M reactions from USPTO patents (1976-2016). (1) Given the reactants [Cl:1][C:2]1[N:3]=[CH:4][C:5]2[S:10][CH:9]=[C:8]([C:11]([OH:13])=O)[C:6]=2[N:7]=1.[CH3:14][N:15]1[CH:19]=[C:18]([NH2:20])[CH:17]=[N:16]1.CCN(C(C)C)C(C)C.ON1C2N=CC=CC=2N=N1.CN(C(ON1N=NC2C=CC=NC1=2)=[N+](C)C)C.F[P-](F)(F)(F)(F)F, predict the reaction product. The product is: [CH3:14][N:15]1[CH:19]=[C:18]([NH:20][C:11]([C:8]2[C:6]3[N:7]=[C:2]([Cl:1])[N:3]=[CH:4][C:5]=3[S:10][CH:9]=2)=[O:13])[CH:17]=[N:16]1. (2) Given the reactants [S:1]1[CH:5]=[CH:4][CH:3]=[C:2]1[C:6]1[CH:13]=[CH:12][C:9]([CH:10]=O)=[CH:8][CH:7]=1.N1(C2C=C[C:22]([CH:23]=[O:24])=CC=2)C=CC=N1, predict the reaction product. The product is: [S:1]1[CH:5]=[CH:4][CH:3]=[C:2]1[C:6]1[CH:13]=[CH:12][C:9](/[CH:10]=[CH:22]/[CH:23]=[O:24])=[CH:8][CH:7]=1. (3) Given the reactants [CH2:1]([NH2:6])[CH2:2][CH:3]([CH3:5])[CH3:4].[C:7]([O:12][CH3:13])(=[O:11])[C:8]([CH3:10])=[CH2:9], predict the reaction product. The product is: [CH3:13][O:12][C:7](=[O:11])[CH:8]([CH3:10])[CH2:9][NH:6][CH2:1][CH2:2][CH:3]([CH3:5])[CH3:4]. (4) Given the reactants Cl.[NH2:2][N:3]1[CH2:7][CH2:6][CH2:5][C:4]1=[O:8].[CH2:9]([O:11][C:12](=[O:22])[CH2:13][C:14](=O)[C:15]1[CH:20]=[CH:19][CH:18]=[CH:17][N:16]=1)[CH3:10].N1C=CC=CC=1, predict the reaction product. The product is: [CH2:9]([O:11][C:12](=[O:22])[CH2:13][C:14](=[N:2][N:3]1[CH2:7][CH2:6][CH2:5][C:4]1=[O:8])[C:15]1[CH:20]=[CH:19][CH:18]=[CH:17][N:16]=1)[CH3:10]. (5) Given the reactants C(O)(C(F)(F)F)=O.[Cl:8][C:9]1[CH:14]=[CH:13][CH:12]=[CH:11][C:10]=1[CH:15]([N:25]([C:50]1[CH:55]=[C:54]([F:56])[CH:53]=[C:52]([F:57])[CH:51]=1)[C:26]([C@H:28]1[N:33]([C:34]2[CH:39]=[C:38]([C:40]#[N:41])[CH:37]=[CH:36][N:35]=2)[C:32](=[O:42])[CH2:31][N:30]([C:43](OC(C)(C)C)=O)[CH2:29]1)=[O:27])[C:16]([NH:18][CH:19]1[CH2:22][C:21]([F:24])([F:23])[CH2:20]1)=[O:17].C([O-])([O-])=O.[K+].[K+].IC, predict the reaction product. The product is: [Cl:8][C:9]1[CH:14]=[CH:13][CH:12]=[CH:11][C:10]=1[C@H:15]([N:25]([C:50]1[CH:55]=[C:54]([F:56])[CH:53]=[C:52]([F:57])[CH:51]=1)[C:26]([C@@H:28]1[CH2:29][N:30]([CH3:43])[CH2:31][C:32](=[O:42])[N:33]1[C:34]1[CH:39]=[C:38]([C:40]#[N:41])[CH:37]=[CH:36][N:35]=1)=[O:27])[C:16]([NH:18][CH:19]1[CH2:22][C:21]([F:24])([F:23])[CH2:20]1)=[O:17]. (6) Given the reactants [Cl:1][C:2]1[C:3]([F:22])=[C:4]([C:14]2[CH:19]=[C:18]([O:20]C)[N:17]=[CH:16][N:15]=2)[C:5]([N:8]2[CH:12]=[C:11]([Cl:13])[N:10]=[N:9]2)=[CH:6][CH:7]=1.Br, predict the reaction product. The product is: [Cl:1][C:2]1[C:3]([F:22])=[C:4]([C:14]2[N:15]=[CH:16][N:17]=[C:18]([OH:20])[CH:19]=2)[C:5]([N:8]2[CH:12]=[C:11]([Cl:13])[N:10]=[N:9]2)=[CH:6][CH:7]=1. (7) The product is: [NH2:8][C:9]1([CH2:13][NH:14][C:15]2[C:24]3[C:19](=[CH:20][CH:21]=[C:22]([CH3:25])[CH:23]=3)[N:18]=[C:17]([N:26]3[CH2:32][C:31]4[CH:33]=[CH:34][C:35]([O:37][C:38]5[CH:43]=[CH:42][CH:41]=[CH:40][CH:39]=5)=[CH:36][C:30]=4[S:29](=[O:44])(=[O:45])[CH2:28][CH2:27]3)[CH:16]=2)[CH2:12][O:11][CH2:10]1. Given the reactants C([N:8](CC1C=CC=CC=1)[C:9]1([CH2:13][NH:14][C:15]2[C:24]3[C:19](=[CH:20][CH:21]=[C:22]([CH3:25])[CH:23]=3)[N:18]=[C:17]([N:26]3[CH2:32][C:31]4[CH:33]=[CH:34][C:35]([O:37][C:38]5[CH:43]=[CH:42][CH:41]=[CH:40][CH:39]=5)=[CH:36][C:30]=4[S:29](=[O:45])(=[O:44])[CH2:28][CH2:27]3)[CH:16]=2)[CH2:12][O:11][CH2:10]1)C1C=CC=CC=1.FC(F)(F)C(O)=O, predict the reaction product. (8) Given the reactants Br[CH2:2][C:3]1[N:8]([C:9]2[CH:14]=[CH:13][CH:12]=[C:11]([C:15]([F:18])([F:17])[F:16])[CH:10]=2)[C:7](=[O:19])[NH:6][CH:5]([C:20]2[CH:25]=[CH:24][C:23]([C:26]#[N:27])=[CH:22][C:21]=2[S:28]([CH3:31])(=[O:30])=[O:29])[C:4]=1[C:32]([O:34]CC(Br)CBr)=O.[CH3:40][NH2:41].C1COCC1, predict the reaction product. The product is: [CH3:40][N:41]1[C:32](=[O:34])[C:4]2[CH:5]([C:20]3[CH:25]=[CH:24][C:23]([C:26]#[N:27])=[CH:22][C:21]=3[S:28]([CH3:31])(=[O:30])=[O:29])[NH:6][C:7](=[O:19])[N:8]([C:9]3[CH:14]=[CH:13][CH:12]=[C:11]([C:15]([F:16])([F:17])[F:18])[CH:10]=3)[C:3]=2[CH2:2]1. (9) Given the reactants [S:1]1[CH:5]=[C:4]([C:6]#[N:7])[N:3]=[CH:2]1.[CH2:8]([Mg]Br)[CH3:9].B(F)(F)F.CCOCC.Cl.[OH-].[Na+], predict the reaction product. The product is: [S:1]1[CH:5]=[C:4]([C:6]2([NH2:7])[CH2:9][CH2:8]2)[N:3]=[CH:2]1.